From a dataset of Reaction yield outcomes from USPTO patents with 853,638 reactions. Predict the reaction yield, written as a fraction of the theoretical maximum amount of product (1.0 means a 100% yield; for example, 0.34 means a 34% yield). (1) The reactants are Br[C:2]1[C:3]([C:24]#[N:25])=[C:4]([C:18]2[CH:23]=[CH:22][N:21]=[N:20][CH:19]=2)[S:5][C:6]=1[C:7]1[N:11]=[CH:10][N:9]([CH:12]2[CH2:17][CH2:16][CH2:15][CH2:14][O:13]2)[N:8]=1.[Br-].[CH:27]1[C:36]2[C:31](=[CH:32][CH:33]=[CH:34][CH:35]=2)[CH:30]=[CH:29][C:28]=1[CH2:37][Zn+].O1CCCC1. The catalyst is CC(C)([P](C(C)(C)C)([Pd][P](C(C)(C)C)(C(C)(C)C)C(C)(C)C)C(C)(C)C)C. The product is [CH:27]1[C:36]2[C:31](=[CH:32][CH:33]=[CH:34][CH:35]=2)[CH:30]=[CH:29][C:28]=1[CH2:37][C:2]1[C:3]([C:24]#[N:25])=[C:4]([C:18]2[CH:23]=[CH:22][N:21]=[N:20][CH:19]=2)[S:5][C:6]=1[C:7]1[N:11]=[CH:10][N:9]([CH:12]2[CH2:17][CH2:16][CH2:15][CH2:14][O:13]2)[N:8]=1. The yield is 0.720. (2) The reactants are [CH2:1]([CH:4]1[CH2:13][N:12]([C:14]([O:16][CH2:17][C:18]2[CH:23]=[CH:22][CH:21]=[CH:20][CH:19]=2)=[O:15])[CH2:11][CH2:10][C:5]21[O:9][CH2:8][CH2:7][O:6]2)[CH:2]=C.[BH4-].[Na+].C(OCC)(=[O:28])C.O. The catalyst is C(Cl)Cl. The product is [OH:28][CH2:2][CH2:1][CH:4]1[CH2:13][N:12]([C:14]([O:16][CH2:17][C:18]2[CH:19]=[CH:20][CH:21]=[CH:22][CH:23]=2)=[O:15])[CH2:11][CH2:10][C:5]21[O:6][CH2:7][CH2:8][O:9]2. The yield is 0.530. (3) The reactants are [CH3:1][O:2][C:3]1[CH:4]=[C:5]2[C:10](=[CH:11][C:12]=1[O:13][CH3:14])[N:9]=[CH:8][CH:7]=[C:6]2[O:15][C:16]1[CH:22]=[CH:21][C:19]([NH2:20])=[C:18]([CH3:23])[C:17]=1[CH3:24].Cl[C:26](Cl)([O:28][C:29](=[O:35])OC(Cl)(Cl)Cl)Cl.[CH3:37][N:38]1[CH2:43]C[CH2:41][CH:40](O)[CH2:39]1.C(=O)(O)[O-].[Na+]. The catalyst is C(Cl)Cl.C(N(CC)CC)C.C1(C)C=CC=CC=1. The product is [CH3:1][O:2][C:3]1[CH:4]=[C:5]2[C:10](=[CH:11][C:12]=1[O:13][CH3:14])[N:9]=[CH:8][CH:7]=[C:6]2[O:15][C:16]1[CH:22]=[CH:21][C:19]([NH:20][C:29](=[O:35])[O:28][CH:26]2[CH2:41][CH2:40][CH2:39][N:38]([CH3:43])[CH2:37]2)=[C:18]([CH3:23])[C:17]=1[CH3:24]. The yield is 0.270. (4) The reactants are [Br:1][C:2]1[CH:3]=[C:4]([C:8]([NH:10][NH:11][C:12](=[O:15])[CH2:13][Cl:14])=O)[CH:5]=[N:6][CH:7]=1. The catalyst is O=P(Cl)(Cl)Cl. The product is [Br:1][C:2]1[CH:7]=[N:6][CH:5]=[C:4]([C:8]2[O:15][C:12]([CH2:13][Cl:14])=[N:11][N:10]=2)[CH:3]=1. The yield is 0.590. (5) The reactants are [CH:1]1([C:4]([N:6]2[CH2:11][CH2:10][N:9]([C:12]([C:14]3[NH:15][C:16]4[C:21]([CH:22]=3)=[CH:20][C:19]([C:23]([N:25]3[CH2:30][CH2:29][N:28]([CH:31]([CH3:33])[CH3:32])[CH2:27][CH2:26]3)=[O:24])=[CH:18][CH:17]=4)=[O:13])[CH2:8][CH2:7]2)=[O:5])[CH2:3][CH2:2]1.[Cl:34][C:35]1[CH:36]=[C:37](B(O)O)[CH:38]=[CH:39][CH:40]=1. No catalyst specified. The product is [Cl:34][C:35]1[CH:40]=[C:39]([N:15]2[C:16]3[C:21](=[CH:20][C:19]([C:23]([N:25]4[CH2:30][CH2:29][N:28]([CH:31]([CH3:33])[CH3:32])[CH2:27][CH2:26]4)=[O:24])=[CH:18][CH:17]=3)[CH:22]=[C:14]2[C:12]([N:9]2[CH2:8][CH2:7][N:6]([C:4]([CH:1]3[CH2:3][CH2:2]3)=[O:5])[CH2:11][CH2:10]2)=[O:13])[CH:38]=[CH:37][CH:36]=1. The yield is 0.530. (6) The reactants are [NH:1]1[CH:5]=[CH:4][CH:3]=[C:2]1/[CH:6]=[C:7]1\[C:8](=[O:16])[NH:9][C:10]2[C:15]\1=[CH:14][CH:13]=[CH:12][CH:11]=2.[CH2:17]=O.[CH3:19][N:20]1[CH2:25][CH2:24][NH:23][CH2:22][CH2:21]1. The catalyst is CCO. The product is [CH3:19][N:20]1[CH2:25][CH2:24][N:23]([CH2:17][N:9]2[C:10]3[C:15](=[CH:14][CH:13]=[CH:12][CH:11]=3)[C:7](=[CH:6][C:2]3[NH:1][CH:5]=[CH:4][CH:3]=3)[C:8]2=[O:16])[CH2:22][CH2:21]1. The yield is 0.210.